Task: Regression. Given two drug SMILES strings and cell line genomic features, predict the synergy score measuring deviation from expected non-interaction effect.. Dataset: NCI-60 drug combinations with 297,098 pairs across 59 cell lines Drug 1: C1CNP(=O)(OC1)N(CCCl)CCCl. Drug 2: B(C(CC(C)C)NC(=O)C(CC1=CC=CC=C1)NC(=O)C2=NC=CN=C2)(O)O. Cell line: OVCAR3. Synergy scores: CSS=38.1, Synergy_ZIP=2.35, Synergy_Bliss=-2.10, Synergy_Loewe=-53.0, Synergy_HSA=-5.41.